From a dataset of Peptide-MHC class I binding affinity with 185,985 pairs from IEDB/IMGT. Regression. Given a peptide amino acid sequence and an MHC pseudo amino acid sequence, predict their binding affinity value. This is MHC class I binding data. The peptide sequence is SSCKMALLFK. The MHC is HLA-A68:02 with pseudo-sequence HLA-A68:02. The binding affinity (normalized) is 0.0315.